The task is: Regression. Given a target protein amino acid sequence and a drug SMILES string, predict the binding affinity score between them. We predict pIC50 (pIC50 = -log10(IC50 in M); higher means more potent). Dataset: bindingdb_ic50.. This data is from Drug-target binding data from BindingDB using IC50 measurements. (1) The small molecule is CCc1c(C(=O)C(N)=O)c2c(OC)cc3ccccc3c2n1Cc1ccccc1. The target protein (Q9QUL3) has sequence MKPPIALACLCLLVPLAGGNLVQFGVMIERMTGKPALQYNDYGCYCGVGGSHWPVDETDWCCHAHDCCYGRLEKLGCDPKLEKYLFSITRDNIFCAGRTACQRHTCECDKRAALCFRHNLNTYNRKYAHYPNKLCTGPTPPC. The pIC50 is 6.8. (2) The compound is CC1CCC2(O)C3(C)CC4(O)OC2(C1O)C1(O)C3(O)C(OC(=O)c2ccc[nH]2)C(O)(C(C)C)C41C. The target protein (P21817) has sequence MGDAEGEDEVQFLRTDDEVVLQCSATVLKEQLKLCLAAEGFGNRLCFLEPTSNAQNVPPDLAICCFVLEQSLSVRALQEMLANTVEAGVESSQGGGHRTLLYGHAILLRHAHSRMYLSCLTTSRSMTDKLAFDVGLQEDATGEACWWTMHPASKQRSEGEKVRVGDDIILVSVSSERYLHLSTASGELQVDASFMQTLWNMNPICSRCEEGFVTGGHVLRLFHGHMDECLTISPADSDDQRRLVYYEGGAVCTHARSLWRLEPLRISWSGSHLRWGQPLRVRHVTTGQYLALTEDQGLVVVDASKAHTKATSFCFRISKEKLDVAPKRDVEGMGPPEIKYGESLCFVQHVASGLWLTYAAPDPKALRLGVLKKKAMLHQEGHMDDALSLTRCQQEESQAARMIHSTNGLYNQFIKSLDSFSGKPRGSGPPAGTALPIEGVILSLQDLIIYFEPPSEDLQHEEKQSKLRSLRNRQSLFQEEGMLSMVLNCIDRLNVYTTAA.... The pIC50 is 8.5. (3) The small molecule is O=C(O)c1c(O)cccc1COCCC1C=CC=CC1. The target protein (P43680) has sequence MQRSPPGYGAQDDPPSRRDCAWAPGIGAAAEARGLPVTNVSPTSPASPSSLPRSPPRSPESGRYGFGRGERQTADELRIRRPMNAFMVWAKDERKRLAQQNPDLHNAVLSKMLGKAWKELNTAEKRPFVEEAERLRVQHLRDHPNYKYRPRRKKQARKVRRLEPGLLLPGLVQPSAPPEAFAAASGSARSFRELPTLGAEFDGLGLPTPERSPLDGLEPGEASFFPPPLAPEDCALRAFRAPYAPELARDPSFCYGAPLAEALRTAPPAAPLAGLYYGTLGTPGPFPNPLSPPPESPSLEGTEQLEPTADLWADVDLTEFDQYLNCSRTRPDATTLPYHVALAKLGPRAMSCPEESSLISALSDASSAVYYSACISG. The pIC50 is 3.0. (4) The target protein sequence is DRICTGITSSNSPHVVKTATQGEVNVTGVIPLTTTPTKSHFANLKGTQTRGKLCPNCLNCTDLDVALGRPNCMGTIPSAKASILHEVKPVTSGCFPIMHDRTKIRQLPNLLRGYENIRLSPRNVINAEAAPGGPYIVGTSGSCPNVTNGKGFFATMAWAVPKKNNKTATNPLTVEVPYICTKGEDQITVWGFHSDNEAQMVTLYGDSKPQKFTSSANGVTTHYVSQIGGFPNQTEDEGLPQSGRIVVDYMVQKPGKTGTIVYQRGVLLPQKVWCASGRSKVIKGSLPLIGEADCLHERYGGLNKSKPYYTGEHAKAIGNCPIWVKTPLKLANGTKYRPPAKLLKER. The pIC50 is 6.0. The drug is CCCCC(NC(C)=O)[C@@H]1CC(C(=O)O)C[C@H]1N=C(N)N. (5) The compound is CN(C)Cc1ccc(CSCCCCCSCc2ccc(CN(C)C)o2)o1. The target protein (P12657) has sequence MNTSVPPAVSPNITVLAPGKGPWQVAFIGITTGLLSLATVTGNLLVLISFKVNTELKTVNNYFLLSLACADLIIGTFSMNLYTTYLLMGHWALGTLACDLWLALDYVASNASVMNLLLISFDRYFSVTRPLSYRAKRTPRRAALMIGLAWLVSFVLWAPAILFWQYLVGERTVLAGQCYIQFLSQPIITFGTAMAAFYLPVTVMCTLYWRIYRETENRARELAALQGSETPGKGGGSSSSSERSQPGAEGSPESPPGRCCRCCRAPRLLQAYSWKEEEEEDEGSMESLTSSEGEEPGSEVVIKMPMVDPEAQAPTKQPPKSSPNTVKRPTKKGRDRGGKGQKPRGKEQLAKRKTFSLVKEKKAARTLSAILLAFILTWTPYNIMVLVSTFCKDCVPETLWELGYWLCYVNSTVNPMCYALCNKAFRDTFRLLLLCRWDKRRWRKIPKRPGSVHRTPSRQC. The pIC50 is 6.1. (6) The small molecule is CC(C)(C)NCC(=O)N1N=CCC1C#N. The target protein (P14740) has sequence MKTPWKVLLGLLGVAALVTIITVPVVLLNKDEAAADSRRTYTLADYLKNTFRVKSYSLRWVSDSEYLYKQENNILLFNAEHGNSSIFLENSTFEIFGDSISDYSVSPDRLFVLLEYNYVKQWRHSYTASYSIYDLNKRQLITEEKIPNNTQWITWSQEGHKLAYVWKNDIYVKIEPHLPSHRITSTGKENVIFNGINDWVYEEEIFGAYSALWWSPNGTFLAYAQFNDTGVPLIEYSFYSDESLQYPKTVWIPYPKAGAVNPTVKFFIVNTDSLSSTTTTIPMQITAPASVTTGDHYLCDVAWVSEDRISLQWLRRIQNYSVMAICDYDKTTLVWNCPTTQEHIETSATGWCGRFRPAEPHFTSDGSSFYKIVSDKDGYKHICQFQKDRKPEQVCTFITKGAWEVISIEALTSDYLYYISNEYKEMPGGRNLYKIQLTDHTNKKCLSCDLNPERCQYYSVSLSKEAKYYQLGCRGPGLPLYTLHRSTDQKELRVLEDNSA.... The pIC50 is 4.6. (7) The small molecule is O=C(CN1CCN(c2ccnc(NCCc3ccc(Cl)cc3)n2)CC1)N(Cc1ccncc1)Cc1ccco1. The target protein (Q96LB2) has sequence MDPTISTLDTELTPINGTEETLCYKQTLSLTVLTCIVSLVGLTGNAVVLWLLGCRMRRNAFSIYILNLAAADFLFLSGRLIYSLLSFISIPHTISKILYPVMMFSYFAGLSFLSAVSTERCLSVLWPIWYRCHRPTHLSAVVCVLLWALSLLRSILEWMLCGFLFSGADSAWCQTSDFITVAWLIFLCVVLCGSSLVLLIRILCGSRKIPLTRLYVTILLTVLVFLLCGLPFGIQFFLFLWIHVDREVLFCHVHLVSIFLSALNSSANPIIYFFVGSFRQRQNRQNLKLVLQRALQDASEVDEGGGQLPEEILELSGSRLEQ. The pIC50 is 7.7.